This data is from Forward reaction prediction with 1.9M reactions from USPTO patents (1976-2016). The task is: Predict the product of the given reaction. (1) Given the reactants [C:1]([O:5][C:6]([N:8]1[CH2:13][CH2:12][CH:11]([CH2:14][O:15][CH2:16][C@H:17]([NH2:24])[C:18]2[CH:23]=[CH:22][CH:21]=[CH:20][CH:19]=2)[CH2:10][CH2:9]1)=[O:7])([CH3:4])([CH3:3])[CH3:2].[Cl:25][C:26]1[C:34]2[C:29](=[CH:30][C:31]([C:35](O)=[O:36])=[CH:32][CH:33]=2)[NH:28][CH:27]=1, predict the reaction product. The product is: [C:1]([O:5][C:6]([N:8]1[CH2:13][CH2:12][CH:11]([CH2:14][O:15][CH2:16][C@H:17]([NH:24][C:35]([C:31]2[CH:30]=[C:29]3[C:34]([C:26]([Cl:25])=[CH:27][NH:28]3)=[CH:33][CH:32]=2)=[O:36])[C:18]2[CH:23]=[CH:22][CH:21]=[CH:20][CH:19]=2)[CH2:10][CH2:9]1)=[O:7])([CH3:4])([CH3:2])[CH3:3]. (2) Given the reactants [CH2:1]([C@H:8]1[C@H:12]([CH2:13][CH:14]([NH:23][C:24]([O:26][CH2:27][C:28]2[CH:33]=[CH:32][CH:31]=[CH:30][CH:29]=2)=[O:25])[CH2:15][C:16]2[CH:21]=[CH:20][C:19](Br)=[CH:18][CH:17]=2)[O:11][C:10]([CH3:35])([CH3:34])[N:9]1[C:36]([O:38][C:39]([CH3:42])([CH3:41])[CH3:40])=[O:37])[C:2]1[CH:7]=[CH:6][CH:5]=[CH:4][CH:3]=1.[CH3:43][C:44]1[CH:45]=[CH:46][C:47]([Sn](CCCC)(CCCC)CCCC)=[N:48][CH:49]=1, predict the reaction product. The product is: [CH2:1]([C@H:8]1[C@H:12]([CH2:13][CH:14]([NH:23][C:24]([O:26][CH2:27][C:28]2[CH:33]=[CH:32][CH:31]=[CH:30][CH:29]=2)=[O:25])[CH2:15][C:16]2[CH:21]=[CH:20][C:19]([C:47]3[CH:46]=[CH:45][C:44]([CH3:43])=[CH:49][N:48]=3)=[CH:18][CH:17]=2)[O:11][C:10]([CH3:35])([CH3:34])[N:9]1[C:36]([O:38][C:39]([CH3:42])([CH3:41])[CH3:40])=[O:37])[C:2]1[CH:7]=[CH:6][CH:5]=[CH:4][CH:3]=1. (3) Given the reactants CS([Cl:5])(=O)=O.[C:6]1([CH:12]([O:14][C:15]2[N:20]=[N:19][C:18]([CH2:21][CH2:22][C:23]3[CH:28]=[CH:27][C:26]([CH2:29]O)=[CH:25][CH:24]=3)=[CH:17][CH:16]=2)[CH3:13])[CH:11]=[CH:10][CH:9]=[CH:8][CH:7]=1.C(N(CC)CC)C, predict the reaction product. The product is: [Cl:5][CH2:29][C:26]1[CH:27]=[CH:28][C:23]([CH2:22][CH2:21][C:18]2[N:19]=[N:20][C:15]([O:14][CH:12]([C:6]3[CH:11]=[CH:10][CH:9]=[CH:8][CH:7]=3)[CH3:13])=[CH:16][CH:17]=2)=[CH:24][CH:25]=1. (4) Given the reactants [NH2:1][CH:2]([CH:10]1[CH2:14][N:13]([C@H:15]([C:17]2[CH:22]=[CH:21][CH:20]=[CH:19][CH:18]=2)[CH3:16])[C:12](=O)[CH2:11]1)[C:3]1[CH:8]=[CH:7][CH:6]=[CH:5][C:4]=1[F:9].[H-].[Al+3].[Li+].[H-].[H-].[H-].[C:30](O[C:30]([O:32][C:33]([CH3:36])([CH3:35])[CH3:34])=[O:31])([O:32][C:33]([CH3:36])([CH3:35])[CH3:34])=[O:31], predict the reaction product. The product is: [C:33]([O:32][C:30](=[O:31])[NH:1][CH:2]([C:3]1[CH:8]=[CH:7][CH:6]=[CH:5][C:4]=1[F:9])[CH:10]1[CH2:11][CH2:12][N:13]([C@H:15]([C:17]2[CH:22]=[CH:21][CH:20]=[CH:19][CH:18]=2)[CH3:16])[CH2:14]1)([CH3:36])([CH3:35])[CH3:34]. (5) Given the reactants C1(C)C=CC=CC=1.I[C:9]1[CH:18]=[CH:17][CH:16]=[CH:15][C:10]=1[C:11]([O:13][CH3:14])=[O:12].[C:19]([C:21]1([OH:30])[CH:26]([CH3:27])[CH2:25][CH2:24][CH2:23][C:22]1([CH3:29])[CH3:28])#[CH:20].C(NC(C)C)(C)C, predict the reaction product. The product is: [OH:30][C:21]1([C:19]#[C:20][C:9]2[CH:18]=[CH:17][CH:16]=[CH:15][C:10]=2[C:11]([O:13][CH3:14])=[O:12])[CH:26]([CH3:27])[CH2:25][CH2:24][CH2:23][C:22]1([CH3:28])[CH3:29]. (6) Given the reactants [CH3:1][C:2]1([CH3:12])[C:10]2[C:5](=[CH:6][CH:7]=[CH:8][CH:9]=2)[C:4](=O)[CH2:3]1.[C:13]1([C@H:19]([CH2:21][OH:22])[NH2:20])[CH:18]=[CH:17][CH:16]=[CH:15][CH:14]=1.C(O)(=O)C.[BH4-].[Na+], predict the reaction product. The product is: [CH3:1][C:2]1([CH3:12])[C:10]2[C:5](=[CH:6][CH:7]=[CH:8][CH:9]=2)[C@@H:4]([NH:20][C@H:19]([C:13]2[CH:18]=[CH:17][CH:16]=[CH:15][CH:14]=2)[CH2:21][OH:22])[CH2:3]1. (7) Given the reactants C(OC(=O)[NH:7][C@H:8]([CH:11]([OH:22])[C:12]1[O:13][C:14]([C:17]2[S:18][CH:19]=[CH:20][CH:21]=2)=[CH:15][N:16]=1)[CH2:9][CH3:10])(C)(C)C.[ClH:24], predict the reaction product. The product is: [ClH:24].[NH2:7][CH:8]([CH2:9][CH3:10])[C@@H:11]([C:12]1[O:13][C:14]([C:17]2[S:18][CH:19]=[CH:20][CH:21]=2)=[CH:15][N:16]=1)[OH:22]. (8) Given the reactants [CH2:1]([O:8][C:9]1[CH:14]=[CH:13][C:12]([OH:15])=[CH:11][C:10]=1[S:16]([CH3:18])=[O:17])[C:2]1[CH:7]=[CH:6][CH:5]=[CH:4][CH:3]=1.[H-].[Na+].O.[CH3:22]N(C)C=O, predict the reaction product. The product is: [CH2:1]([O:8][C:9]1[CH:14]=[CH:13][C:12]([OH:15])=[CH:11][C:10]=1[S:16]([CH2:18][CH3:22])=[O:17])[C:2]1[CH:3]=[CH:4][CH:5]=[CH:6][CH:7]=1. (9) Given the reactants [C:1]([C:3]1[C:4]([C:17]([F:20])([F:19])[F:18])=[C:5]2[C:9](=[CH:10][CH:11]=1)[N:8]([CH2:12][C:13](=[NH:16])[NH:14][OH:15])[CH:7]=[CH:6]2)#[N:2].[Cl:21][C:22]1[C:23]([F:32])=[C:24]([CH:28]=[CH:29][C:30]=1[F:31])[C:25](O)=O, predict the reaction product. The product is: [Cl:21][C:22]1[C:23]([F:32])=[C:24]([C:25]2[O:15][N:14]=[C:13]([CH2:12][N:8]3[C:9]4[C:5](=[C:4]([C:17]([F:19])([F:20])[F:18])[C:3]([C:1]#[N:2])=[CH:11][CH:10]=4)[CH:6]=[CH:7]3)[N:16]=2)[CH:28]=[CH:29][C:30]=1[F:31]. (10) Given the reactants C(O[C:4](=[O:30])/[CH:5]=[CH:6]/[C:7]1[C:8]([NH:16][C:17]2[CH:29]=[CH:28][C:20]([C:21]([O:23][C:24]([CH3:27])([CH3:26])[CH3:25])=[O:22])=[CH:19][CH:18]=2)=[N:9][C:10]([S:14][CH3:15])=[N:11][C:12]=1[CH3:13])C.C1CCN2C(=NCCC2)CC1.O, predict the reaction product. The product is: [CH3:13][C:12]1[C:7]2[CH:6]=[CH:5][C:4](=[O:30])[N:16]([C:17]3[CH:18]=[CH:19][C:20]([C:21]([O:23][C:24]([CH3:26])([CH3:27])[CH3:25])=[O:22])=[CH:28][CH:29]=3)[C:8]=2[N:9]=[C:10]([S:14][CH3:15])[N:11]=1.